This data is from Full USPTO retrosynthesis dataset with 1.9M reactions from patents (1976-2016). The task is: Predict the reactants needed to synthesize the given product. (1) The reactants are: Cl[Sn](Cl)(Cl)Cl.C(C1SC=CC=1)C.C(Cl)(=O)C.Cl.[OH-].[Na+].[CH2:20]([C:22]1[S:26][C:25]([C:27](=[O:29])[CH3:28])=[CH:24][CH:23]=1)[CH3:21].C([O-])(=O)C.[Na+].[Br:35]Br. Given the product [Br:35][C:23]1[CH:24]=[C:25]([C:27](=[O:29])[CH3:28])[S:26][C:22]=1[CH2:20][CH3:21], predict the reactants needed to synthesize it. (2) Given the product [CH:12]([C:14]1[CH:19]=[CH:18][C:17]([CH2:7][S:6][C:3]2[N:4]=[CH:5][NH:1][N:2]=2)=[CH:16][CH:15]=1)=[CH2:13], predict the reactants needed to synthesize it. The reactants are: [NH:1]1[CH:5]=[N:4][C:3]([SH:6])=[N:2]1.[CH2:7](O[K])C.[Cl-].[CH:12]([C:14]1[CH:19]=[CH:18][CH:17]=[CH:16][CH:15]=1)=[CH2:13]. (3) Given the product [Br:23][C:24]1[CH:25]=[C:26]([CH:29]=[CH:30][C:31]=1[F:32])[CH2:27][NH:28][C:17]([C@H:16]1[N:11]([S:8]([C:5]2[CH:6]=[CH:7][C:2]([F:1])=[CH:3][CH:4]=2)(=[O:9])=[O:10])[CH2:12][C@H:13]2[C@@H:15]1[C:14]2([CH3:21])[CH3:20])=[O:18], predict the reactants needed to synthesize it. The reactants are: [F:1][C:2]1[CH:7]=[CH:6][C:5]([S:8]([N:11]2[C@H:16]([C:17](O)=[O:18])[C@@H:15]3[C@@H:13]([C:14]3([CH3:21])[CH3:20])[CH2:12]2)(=[O:10])=[O:9])=[CH:4][CH:3]=1.Cl.[Br:23][C:24]1[CH:25]=[C:26]([CH:29]=[CH:30][C:31]=1[F:32])[CH2:27][NH2:28].C(N(CC)C(C)C)(C)C.CN(C(ON1N=NC2C=CC=NC1=2)=[N+](C)C)C.F[P-](F)(F)(F)(F)F.